Dataset: Forward reaction prediction with 1.9M reactions from USPTO patents (1976-2016). Task: Predict the product of the given reaction. Given the reactants [Br:1][C:2]1[N:6]2[CH2:7][CH2:8][N:9]([C:11]([C:13]3[CH:18]=[CH:17][CH:16]=[C:15]([C:19]([F:22])([F:21])[F:20])[C:14]=3[Cl:23])=[O:12])[CH2:10][C:5]2=[N:4][CH:3]=1.C1C(=O)N([Cl:31])C(=O)C1, predict the reaction product. The product is: [Br:1][C:2]1[N:6]2[CH2:7][CH2:8][N:9]([C:11]([C:13]3[CH:18]=[CH:17][CH:16]=[C:15]([C:19]([F:21])([F:22])[F:20])[C:14]=3[Cl:23])=[O:12])[CH2:10][C:5]2=[N:4][C:3]=1[Cl:31].